This data is from Reaction yield outcomes from USPTO patents with 853,638 reactions. The task is: Predict the reaction yield, written as a fraction of the theoretical maximum amount of product (1.0 means a 100% yield; for example, 0.34 means a 34% yield). (1) The reactants are [F:1][C:2]1[CH:9]=[CH:8][C:5]([CH:6]=O)=[CH:4][CH:3]=1.Cl.C(=O)(O)O.[NH2:15][NH:16][C:17]([NH2:19])=[NH:18].C(=O)=O.[OH-].[K+]. No catalyst specified. The yield is 0.910. The product is [F:1][C:2]1[CH:9]=[CH:8][C:5](/[CH:6]=[N:15]/[NH:16][C:17](=[NH:18])[NH2:19])=[CH:4][CH:3]=1. (2) The reactants are [C:1]([NH:5][C:6]1[N:16]=[CH:15][C:14]2[C:13]3[S:17][CH:18]=[CH:19][C:12]=3[CH2:11][CH2:10][O:9][C:8]=2[CH:7]=1)([CH3:4])([CH3:3])[CH3:2].[C:20]([O:24][C:25](O[C:25]([O:24][C:20]([CH3:23])([CH3:22])[CH3:21])=[O:26])=[O:26])([CH3:23])([CH3:22])[CH3:21]. The catalyst is C(O)(C)(C)C. The product is [C:1]([N:5]([C:6]1[N:16]=[CH:15][C:14]2[C:13]3[S:17][CH:18]=[CH:19][C:12]=3[CH2:11][CH2:10][O:9][C:8]=2[CH:7]=1)[C:25](=[O:26])[O:24][C:20]([CH3:23])([CH3:22])[CH3:21])([CH3:4])([CH3:2])[CH3:3]. The yield is 0.760. (3) The reactants are [CH3:1][C:2]1[N:7]=[CH:6][C:5](N)=[CH:4][CH:3]=1.[ClH:9].N([O-])=O.[Na+].[S:14]([O-:17])(O)=[O:15].[Na+]. The catalyst is O.S([O-])([O-])(=O)=O.[Cu+2]. The product is [CH3:1][C:2]1[N:7]=[CH:6][C:5]([S:14]([Cl:9])(=[O:17])=[O:15])=[CH:4][CH:3]=1. The yield is 0.150.